Dataset: Full USPTO retrosynthesis dataset with 1.9M reactions from patents (1976-2016). Task: Predict the reactants needed to synthesize the given product. (1) Given the product [CH3:18][CH:16]([NH:15][CH2:14][CH:13]([OH:19])[CH2:12][O:11][C:10]1[CH:20]=[CH:21][C:7]([CH2:6][CH2:5][O:4][CH2:1][CH:2]2[CH2:22][CH2:3]2)=[CH:8][CH:9]=1)[CH3:17], predict the reactants needed to synthesize it. The reactants are: [CH2:1]([O:4][CH2:5][CH2:6][C:7]1[CH:21]=[CH:20][C:10]([O:11][CH2:12][CH:13]([OH:19])[CH2:14][NH:15][CH:16]([CH3:18])[CH3:17])=[CH:9][CH:8]=1)[CH:2]=[CH2:3].[CH2:22]([Zn]CC)C.ICI.[Cl-].[NH4+]. (2) The reactants are: Cl[C:2]1[C:7]([Cl:8])=[CH:6][C:5]([C:9]([F:12])([F:11])[F:10])=[CH:4][N:3]=1.[C:13]1([C@@H:19]([NH:21][S:22]([C:25]2[CH:34]=[CH:33][C:28]([C:29]([O:31][CH3:32])=[O:30])=[CH:27][CH:26]=2)(=[O:24])=[O:23])[CH3:20])[CH:18]=[CH:17][CH:16]=[CH:15][CH:14]=1. Given the product [Cl:8][C:7]1[C:2]([N:21]([C@H:19]([C:13]2[CH:14]=[CH:15][CH:16]=[CH:17][CH:18]=2)[CH3:20])[S:22]([C:25]2[CH:34]=[CH:33][C:28]([C:29]([O:31][CH3:32])=[O:30])=[CH:27][CH:26]=2)(=[O:24])=[O:23])=[N:3][CH:4]=[C:5]([C:9]([F:12])([F:11])[F:10])[CH:6]=1, predict the reactants needed to synthesize it. (3) Given the product [F:19][C:15]1[CH:14]=[C:13]([C:11]2[O:1][N:2]=[C:3]([C:4]3[CH:9]=[N:8][CH:7]=[CH:6][N:5]=3)[CH:12]=2)[CH:18]=[CH:17][CH:16]=1, predict the reactants needed to synthesize it. The reactants are: [OH:1][N:2]=[C:3](Cl)[C:4]1[CH:9]=[N:8][CH:7]=[CH:6][N:5]=1.[C:11]([C:13]1[CH:18]=[CH:17][CH:16]=[C:15]([F:19])[CH:14]=1)#[CH:12].N. (4) Given the product [Cl:1][C:2]1[C:11]2[C:6](=[CH:7][C:8]([Cl:12])=[CH:9][CH:10]=2)[N:5]=[CH:4][C:3]=1[C:13]([N:29]([O:30][CH3:31])[CH3:28])=[O:15], predict the reactants needed to synthesize it. The reactants are: [Cl:1][C:2]1[C:11]2[C:6](=[CH:7][C:8]([Cl:12])=[CH:9][CH:10]=2)[N:5]=[CH:4][C:3]=1[C:13]([OH:15])=O.O=S(Cl)Cl.C(N(CC)CC)C.Cl.[CH3:28][NH:29][O:30][CH3:31]. (5) Given the product [CH:18]12[CH2:13][CH:9]([CH:8]=[CH:7]1)[CH2:10][CH:17]2[C:16]([O:20][CH2:21][C:22]([F:25])([F:24])[F:23])=[O:19], predict the reactants needed to synthesize it. The reactants are: C1CC=CC=1.[CH2:13]1[CH:10]2[CH:9]3[CH:8]=[CH:7][CH:13]([CH:9]2[CH:8]=[CH:7]1)[CH2:10]3.[C:16]([O:20][CH2:21][C:22]([F:25])([F:24])[F:23])(=[O:19])[CH:17]=[CH2:18]. (6) The reactants are: [CH2:1]([C@@:5]1([CH2:32][CH3:33])[NH:11][C@H:10]([C:12]2[CH:17]=[CH:16][CH:15]=[CH:14][CH:13]=2)[C:9]2[CH:18]=[C:19]([O:28][CH3:29])[C:20]([CH2:22][NH:23][C:24](=[O:27])[CH2:25]Cl)=[CH:21][C:8]=2[S:7](=[O:31])(=[O:30])[CH2:6]1)[CH2:2][CH2:3][CH3:4].C(O)C.O.[S:38]([O-:41])([O-:40])=[O:39].[Na+].[Na+]. Given the product [CH2:1]([C@@:5]1([CH2:32][CH3:33])[NH:11][C@H:10]([C:12]2[CH:17]=[CH:16][CH:15]=[CH:14][CH:13]=2)[C:9]2[CH:18]=[C:19]([O:28][CH3:29])[C:20]([CH2:22][NH:23][C:24](=[O:27])[CH2:25][S:38]([OH:41])(=[O:40])=[O:39])=[CH:21][C:8]=2[S:7](=[O:31])(=[O:30])[CH2:6]1)[CH2:2][CH2:3][CH3:4], predict the reactants needed to synthesize it. (7) Given the product [CH:1]1([N:7]2[C:8]3[C:9]4[CH:19]=[CH:18][N:17]([CH2:20][O:21][CH2:22][CH2:23][Si:24]([CH3:27])([CH3:26])[CH3:25])[C:10]=4[N:11]=[CH:12][C:13]=3[C:14](=[O:15])[N:16]=[CH:28]2)[CH2:6][CH2:5][CH2:4][CH2:3][CH2:2]1, predict the reactants needed to synthesize it. The reactants are: [CH:1]1([NH:7][C:8]2[C:13]([C:14]([NH2:16])=[O:15])=[CH:12][N:11]=[C:10]3[N:17]([CH2:20][O:21][CH2:22][CH2:23][Si:24]([CH3:27])([CH3:26])[CH3:25])[CH:18]=[CH:19][C:9]=23)[CH2:6][CH2:5][CH2:4][CH2:3][CH2:2]1.[CH:28](OCC)(OCC)OCC.C(=O)([O-])O.[Na+].